Task: Predict which catalyst facilitates the given reaction.. Dataset: Catalyst prediction with 721,799 reactions and 888 catalyst types from USPTO (1) Reactant: C(OC([N:8]([C:26]1[CH:31]=[CH:30][C:29]([C:32]([F:35])([F:34])[F:33])=[CH:28][CH:27]=1)[CH2:9][CH:10]([O:24][CH3:25])[CH2:11][O:12][C:13]1[CH:23]=[CH:22][CH:21]=[CH:20][C:14]=1[CH2:15][O:16][C:17](=[O:19])[CH3:18])=O)(C)(C)C.FC(F)(F)C(O)=O. Product: [CH3:25][O:24][CH:10]([CH2:9][NH:8][C:26]1[CH:27]=[CH:28][C:29]([C:32]([F:33])([F:35])[F:34])=[CH:30][CH:31]=1)[CH2:11][O:12][C:13]1[CH:23]=[CH:22][CH:21]=[CH:20][C:14]=1[CH2:15][O:16][C:17](=[O:19])[CH3:18]. The catalyst class is: 4. (2) Reactant: [C:1]1(/[CH:7]=[CH:8]/[C:9]2[NH:10][CH:11]=[C:12]([O:16][CH:17]3[CH2:22][CH2:21][CH2:20][CH2:19][O:18]3)[C:13](=[O:15])[N:14]=2)[CH:6]=[CH:5][CH:4]=[CH:3][CH:2]=1.N1C=CC=CC=1.[F:29][C:30]([F:43])([F:42])[S:31](O[S:31]([C:30]([F:43])([F:42])[F:29])(=[O:33])=[O:32])(=[O:33])=[O:32].O. Product: [F:29][C:30]([F:43])([F:42])[S:31]([O:15][C:13]1[C:12]([O:16][CH:17]2[CH2:22][CH2:21][CH2:20][CH2:19][O:18]2)=[CH:11][N:10]=[C:9](/[CH:8]=[CH:7]/[C:1]2[CH:6]=[CH:5][CH:4]=[CH:3][CH:2]=2)[N:14]=1)(=[O:33])=[O:32]. The catalyst class is: 2.